Dataset: Forward reaction prediction with 1.9M reactions from USPTO patents (1976-2016). Task: Predict the product of the given reaction. Given the reactants [NH2:1][C:2]1[N:7]=[CH:6][C:5]([N:8]2[CH2:13][CH2:12][N:11]([C:14]([O:16][C:17]([CH3:20])([CH3:19])[CH3:18])=[O:15])[CH2:10][CH2:9]2)=[CH:4][CH:3]=1.Br[C:22]1[C:23](=[O:30])[N:24]([CH3:29])[CH:25]=[C:26]([Br:28])[CH:27]=1.C(=O)([O-])[O-].[Cs+].[Cs+].CC1(C)C2C(=C(P(C3C=CC=CC=3)C3C=CC=CC=3)C=CC=2)OC2C(P(C3C=CC=CC=3)C3C=CC=CC=3)=CC=CC1=2, predict the reaction product. The product is: [Br:28][C:26]1[CH:27]=[C:22]([NH:1][C:2]2[N:7]=[CH:6][C:5]([N:8]3[CH2:13][CH2:12][N:11]([C:14]([O:16][C:17]([CH3:20])([CH3:19])[CH3:18])=[O:15])[CH2:10][CH2:9]3)=[CH:4][CH:3]=2)[C:23](=[O:30])[N:24]([CH3:29])[CH:25]=1.